Dataset: Forward reaction prediction with 1.9M reactions from USPTO patents (1976-2016). Task: Predict the product of the given reaction. (1) Given the reactants [F:1][C:2]1[CH:7]=[CH:6][C:5]([C:8]#[C:9][C:10]2[CH:19]=[CH:18][C:17]([N+:20]([O-])=O)=[CH:16][C:11]=2[C:12]([O:14][CH3:15])=[O:13])=[CH:4][CH:3]=1, predict the reaction product. The product is: [NH2:20][C:17]1[CH:18]=[CH:19][C:10]([CH2:9][CH2:8][C:5]2[CH:4]=[CH:3][C:2]([F:1])=[CH:7][CH:6]=2)=[C:11]([CH:16]=1)[C:12]([O:14][CH3:15])=[O:13]. (2) Given the reactants [C:1]12([C:11]3[CH:30]=[CH:29][C:14]([O:15][CH2:16][C:17]([NH:19][C:20]4[CH:21]=[C:22]([CH:26]=[CH:27][N:28]=4)[C:23]([OH:25])=O)=[O:18])=[CH:13][CH:12]=3)[CH2:10][CH:5]3[CH2:6][CH:7]([CH2:9][CH:3]([CH2:4]3)[CH2:2]1)[CH2:8]2.[NH2:31][CH2:32][CH2:33][C:34]1[CH:39]=[CH:38][N:37]=[CH:36][CH:35]=1.C1CN([P+](ON2N=NC3C=CC=CC2=3)(N2CCCC2)N2CCCC2)CC1.F[P-](F)(F)(F)(F)F.CO, predict the reaction product. The product is: [C:1]12([C:11]3[CH:30]=[CH:29][C:14]([O:15][CH2:16][C:17]([NH:19][C:20]4[CH:21]=[C:22]([CH:26]=[CH:27][N:28]=4)[C:23]([NH:31][CH2:32][CH2:33][C:34]4[CH:39]=[CH:38][N:37]=[CH:36][CH:35]=4)=[O:25])=[O:18])=[CH:13][CH:12]=3)[CH2:8][CH:7]3[CH2:9][CH:3]([CH2:4][CH:5]([CH2:6]3)[CH2:10]1)[CH2:2]2. (3) Given the reactants [CH2:1]([C:3]1[CH:4]=[CH:5][C:6]([F:15])=[C:7]([C:9]2[CH:14]=[CH:13][CH:12]=[CH:11][CH:10]=2)[CH:8]=1)[CH3:2].CN(CCN(CCN(C)C)C)C.[Li]CCCC.[Br:33][C:34]1[N:35]=[C:36]([CH:58]=[O:59])[N:37]([C:39]([C:52]2[CH:57]=[CH:56][CH:55]=[CH:54][CH:53]=2)([C:46]2[CH:51]=[CH:50][CH:49]=[CH:48][CH:47]=2)[C:40]2[CH:45]=[CH:44][CH:43]=[CH:42][CH:41]=2)[CH:38]=1, predict the reaction product. The product is: [Br:33][C:34]1[N:35]=[C:36]([CH:58]([C:5]2[C:6]([F:15])=[C:7]([C:9]3[CH:10]=[CH:11][CH:12]=[CH:13][CH:14]=3)[CH:8]=[C:3]([CH2:1][CH3:2])[CH:4]=2)[OH:59])[N:37]([C:39]([C:46]2[CH:47]=[CH:48][CH:49]=[CH:50][CH:51]=2)([C:52]2[CH:57]=[CH:56][CH:55]=[CH:54][CH:53]=2)[C:40]2[CH:41]=[CH:42][CH:43]=[CH:44][CH:45]=2)[CH:38]=1.